From a dataset of Retrosynthesis with 50K atom-mapped reactions and 10 reaction types from USPTO. Predict the reactants needed to synthesize the given product. (1) Given the product CC(C)CCN1CCC[C@H]1C(N)=O, predict the reactants needed to synthesize it. The reactants are: CC(C)CCN1CCC[C@]1(C(N)=O)C(=O)OCc1ccccc1. (2) Given the product CC(O)(CCO)c1ccccc1-c1ccccc1, predict the reactants needed to synthesize it. The reactants are: CC(=O)OC(C)(CCO)c1ccccc1-c1ccccc1. (3) Given the product O=C(NCCc1c[nH]c2ccc(Cl)cc12)c1ccc(-c2ccccc2Cl)cc1, predict the reactants needed to synthesize it. The reactants are: O=C(NCCc1c[nH]c2ccc(Cl)cc12)c1ccc(I)cc1.OB(O)c1ccccc1Cl. (4) Given the product NNc1ccc(-c2ccncc2)nn1, predict the reactants needed to synthesize it. The reactants are: Clc1ccc(-c2ccncc2)nn1.NN.